Dataset: Forward reaction prediction with 1.9M reactions from USPTO patents (1976-2016). Task: Predict the product of the given reaction. (1) Given the reactants [C:1]([C:4]1[CH:16]=[CH:15][C:7](/[CH:8]=[N+:9](\[O-:14])/[C:10]([CH3:13])([CH3:12])[CH3:11])=[CH:6][CH:5]=1)([OH:3])=O.Cl.C[O:19][C:20](=[O:23])[CH2:21][NH2:22].CCN=C=NCCCN(C)C.ON1C2C=CC=CC=2N=N1.CCN(C(C)C)C(C)C, predict the reaction product. The product is: [C:20]([CH2:21][NH:22][C:1]([C:4]1[CH:16]=[CH:15][C:7](/[CH:8]=[N+:9](\[O-:14])/[C:10]([CH3:13])([CH3:12])[CH3:11])=[CH:6][CH:5]=1)=[O:3])([OH:23])=[O:19]. (2) The product is: [CH:22]1([C:28]2[CH:43]=[CH:42][C:31]([CH2:32][O:33][C:34]3[CH:41]=[CH:40][CH:39]=[CH:38][C:35]=3/[CH:36]=[CH:9]/[C:10](=[O:19])[CH2:11][CH2:12][CH2:13][CH2:14][C:15]([O:17][CH3:18])=[O:16])=[CH:30][CH:29]=2)[CH2:23][CH2:24][CH2:25][CH2:26][CH2:27]1. Given the reactants C(OP([CH2:9][C:10](=[O:19])[CH2:11][CH2:12][CH2:13][CH2:14][C:15]([O:17][CH3:18])=[O:16])(OCC)=O)C.[H-].[Na+].[CH:22]1([C:28]2[CH:43]=[CH:42][C:31]([CH2:32][O:33][C:34]3[CH:41]=[CH:40][CH:39]=[CH:38][C:35]=3[CH:36]=O)=[CH:30][CH:29]=2)[CH2:27][CH2:26][CH2:25][CH2:24][CH2:23]1.C(=O)C1C(=CC=CC=1)O.C1(C2C=CC(CCl)=CC=2)CCCCC1, predict the reaction product. (3) Given the reactants [CH:1]1([S:4]([C:7]2[CH:12]=[CH:11][C:10]([CH:13]([C:21]3[NH:25][C:24]([C:26]4[S:27][C:28](/[CH:31]=[CH:32]/[C:33]([O:35][CH2:36][CH3:37])=[O:34])=[CH:29][N:30]=4)=[CH:23][CH:22]=3)[CH2:14][CH:15]3[CH2:20][CH2:19][O:18][CH2:17][CH2:16]3)=[CH:9][CH:8]=2)(=[O:6])=[O:5])[CH2:3][CH2:2]1.O1CCCC1, predict the reaction product. The product is: [CH:1]1([S:4]([C:7]2[CH:12]=[CH:11][C:10]([CH:13]([C:21]3[NH:25][C:24]([C:26]4[S:27][C:28]([CH2:31][CH2:32][C:33]([O:35][CH2:36][CH3:37])=[O:34])=[CH:29][N:30]=4)=[CH:23][CH:22]=3)[CH2:14][CH:15]3[CH2:20][CH2:19][O:18][CH2:17][CH2:16]3)=[CH:9][CH:8]=2)(=[O:5])=[O:6])[CH2:3][CH2:2]1.